From a dataset of Catalyst prediction with 721,799 reactions and 888 catalyst types from USPTO. Predict which catalyst facilitates the given reaction. (1) Reactant: [C:1]1([N:7]2[CH2:11][CH2:10][NH:9][C:8]2=[O:12])[CH:6]=[CH:5][CH:4]=[CH:3][CH:2]=1.Cl[C:14](Cl)([O:16]C(=O)OC(Cl)(Cl)Cl)Cl.[CH2:25]([N:27]1[CH:31]=[C:30]([C:32]2[S:40][C:39]3[C:34](=[N:35][CH:36]=[CH:37][C:38]=3[O:41][C:42]3[CH:47]=[CH:46][C:45]([NH2:48])=[CH:44][C:43]=3[F:49])[CH:33]=2)[N:29]=[CH:28]1)[CH3:26].CCN(C(C)C)C(C)C. Product: [CH2:25]([N:27]1[CH:31]=[C:30]([C:32]2[S:40][C:39]3[C:34](=[N:35][CH:36]=[CH:37][C:38]=3[O:41][C:42]3[CH:47]=[CH:46][C:45]([NH:48][C:14]([N:9]4[CH2:10][CH2:11][N:7]([C:1]5[CH:2]=[CH:3][CH:4]=[CH:5][CH:6]=5)[C:8]4=[O:12])=[O:16])=[CH:44][C:43]=3[F:49])[CH:33]=2)[N:29]=[CH:28]1)[CH3:26]. The catalyst class is: 1. (2) Reactant: C1CCC(N=C=NC2CCCCC2)CC1.[CH:16]([C:18]1[CH:26]=[CH:25][C:21]([C:22]([OH:24])=[O:23])=[CH:20][CH:19]=1)=[CH2:17].[CH3:27][O:28][CH2:29][CH2:30][O:31][CH2:32][CH2:33][O:34][CH2:35][CH2:36]O. Product: [CH:16]([C:18]1[CH:26]=[CH:25][C:21]([C:22]([O:24][CH2:36][CH2:35][O:34][CH2:33][CH2:32][O:31][CH2:30][CH2:29][O:28][CH3:27])=[O:23])=[CH:20][CH:19]=1)=[CH2:17]. The catalyst class is: 142. (3) Reactant: [C:1]1([N:7]=[C:8]=[O:9])[CH:6]=[CH:5][CH:4]=[CH:3][CH:2]=1.[N:10]1([NH:15][C:16]2[CH:23]=[CH:22][C:19]([C:20]#[N:21])=[CH:18][CH:17]=2)[CH:14]=[CH:13][N:12]=[CH:11]1. The catalyst class is: 1. Product: [C:20]([C:19]1[CH:18]=[CH:17][C:16]([N:15]([N:10]2[CH:14]=[CH:13][N:12]=[CH:11]2)[C:8]([NH:7][C:1]2[CH:6]=[CH:5][CH:4]=[CH:3][CH:2]=2)=[O:9])=[CH:23][CH:22]=1)#[N:21]. (4) Reactant: [OH-].[Na+].I[C:4]1[C:9]([OH:10])=[C:8]([CH2:11][CH2:12][CH2:13][CH2:14][O:15][CH3:16])[CH:7]=[C:6]([I:17])[N:5]=1.[CH3:18]I.O. Product: [I:17][C:6]1[CH:7]=[C:8]([CH2:11][CH2:12][CH2:13][CH2:14][O:15][CH3:16])[C:9]([O:10][CH3:18])=[CH:4][N:5]=1. The catalyst class is: 42.